This data is from Reaction yield outcomes from USPTO patents with 853,638 reactions. The task is: Predict the reaction yield, written as a fraction of the theoretical maximum amount of product (1.0 means a 100% yield; for example, 0.34 means a 34% yield). (1) The reactants are C([O:8][C:9]1[C:14]([F:15])=[CH:13][C:12]([N+:16]([O-])=O)=[CH:11][C:10]=1[F:19])C1C=CC=CC=1. The catalyst is C(O)C.[Pd]. The product is [NH2:16][C:12]1[CH:13]=[C:14]([F:15])[C:9]([OH:8])=[C:10]([F:19])[CH:11]=1. The yield is 0.950. (2) The reactants are O.[CH3:2][N:3]1[N:12]=[N:11][C:10]2[N:6]([CH:7]=[N:8][C:9]=2[C:13]([NH2:15])=[O:14])[C:4]1=[O:5].Cl. The catalyst is C(#N)C. The product is [CH3:2][N:3]1[N:12]=[N:11][C:10]2[N:6]([CH:7]=[N:8][C:9]=2[C:13]([NH2:15])=[O:14])[C:4]1=[O:5]. The yield is 0.903. (3) The reactants are [N+:1]([C:4]1[CH:5]=[C:6]([NH2:10])[CH:7]=[CH:8][CH:9]=1)([O-:3])=[O:2].[N:11]([O-])=O.[Na+].[Cl:15][Sn]Cl.O. The yield is 0.730. The catalyst is O.Cl. The product is [ClH:15].[N+:1]([C:4]1[CH:5]=[C:6]([NH:10][NH2:11])[CH:7]=[CH:8][CH:9]=1)([O-:3])=[O:2]. (4) The reactants are [CH3:1][O:2][CH2:3][O:4][C:5]1[CH:10]=[CH:9][C:8]([N:11]2[CH2:16][CH2:15][N:14]([C:17]3[CH:22]=[CH:21][C:20]([N+:23]([O-])=O)=[CH:19][CH:18]=3)[CH2:13][CH2:12]2)=[CH:7][CH:6]=1.O.NN. The catalyst is CCO.[Pd]. The product is [CH3:1][O:2][CH2:3][O:4][C:5]1[CH:6]=[CH:7][C:8]([N:11]2[CH2:12][CH2:13][N:14]([C:17]3[CH:22]=[CH:21][C:20]([NH2:23])=[CH:19][CH:18]=3)[CH2:15][CH2:16]2)=[CH:9][CH:10]=1. The yield is 0.990.